This data is from Reaction yield outcomes from USPTO patents with 853,638 reactions. The task is: Predict the reaction yield, written as a fraction of the theoretical maximum amount of product (1.0 means a 100% yield; for example, 0.34 means a 34% yield). (1) The reactants are [O:1]1[C:5]2[CH:6]=[CH:7][C:8]([C:10]3([C:13]([NH:15][C:16]4[CH:17]=[C:18]([C:23]5[CH:28]=[CH:27][C:26]([CH2:29][OH:30])=[CH:25][CH:24]=5)[C:19]([CH3:22])=[CH:20][CH:21]=4)=[O:14])[CH2:12][CH2:11]3)=[CH:9][C:4]=2[O:3][CH2:2]1.[C:31]1(C)C=CC(S(O)(=O)=O)=CC=1.CO. The catalyst is C1(C)C=CC=CC=1. The product is [O:1]1[C:5]2[CH:6]=[CH:7][C:8]([C:10]3([C:13]([NH:15][C:16]4[CH:17]=[C:18]([C:23]5[CH:24]=[CH:25][C:26]([CH2:29][O:30][CH3:31])=[CH:27][CH:28]=5)[C:19]([CH3:22])=[CH:20][CH:21]=4)=[O:14])[CH2:11][CH2:12]3)=[CH:9][C:4]=2[O:3][CH2:2]1. The yield is 0.230. (2) The reactants are [CH3:1][C:2]([CH3:14])([CH3:13])[C:3]([NH:5][C:6]1[CH:11]=[CH:10][CH:9]=[CH:8][C:7]=1[CH3:12])=O.[Li]CCCC.[NH4+].[Cl-]. The catalyst is C1COCC1. The product is [C:2]([C:3]1[NH:5][C:6]2[C:7]([CH:12]=1)=[CH:8][CH:9]=[CH:10][CH:11]=2)([CH3:14])([CH3:13])[CH3:1]. The yield is 0.880. (3) The reactants are [H-].[Na+].[F:3][C:4]1[CH:9]=[CH:8][C:7]([CH:10]2[C:18]3[C:13](=[CH:14][C:15]([C:19]#[N:20])=[CH:16][CH:17]=3)[CH2:12][O:11]2)=[CH:6][CH:5]=1.[CH3:21][N:22]([CH3:27])[CH2:23][CH2:24][CH2:25]Cl.CS(C)=O. The catalyst is C1COCC1.C1(C)C=CC=CC=1. The product is [CH3:21][N:22]([CH3:27])[CH2:23][CH2:24][CH2:25][C:10]1([C:7]2[CH:8]=[CH:9][C:4]([F:3])=[CH:5][CH:6]=2)[C:18]2[C:13](=[CH:14][C:15]([C:19]#[N:20])=[CH:16][CH:17]=2)[CH2:12][O:11]1. The yield is 0.516. (4) The catalyst is CN(C=O)C.C(Cl)Cl.O. The product is [CH2:13]([O:15][C:16](=[O:20])[CH2:17][CH2:18][NH:19][CH2:10][C:5]1[C:6]([NH2:9])=[N:7][CH:8]=[C:3]([Br:2])[CH:4]=1)[CH3:14]. The yield is 0.230. The reactants are Br.[Br:2][C:3]1[CH:4]=[C:5]([CH2:10]Br)[C:6]([NH2:9])=[N:7][CH:8]=1.Cl.[CH2:13]([O:15][C:16](=[O:20])[CH2:17][CH2:18][NH2:19])[CH3:14].C(N(CC)C(C)C)(C)C. (5) The reactants are [CH3:1][C:2]1[NH:6][C:5]2[C:7]([C:17]([O:19]C)=[O:18])=[CH:8][C:9]([N:11]3[CH2:16][CH2:15][O:14][CH2:13][CH2:12]3)=[CH:10][C:4]=2[N:3]=1.[CH3:21][C:22]1[CH:29]=[CH:28][CH:27]=[CH:26][C:23]=1[CH2:24]Br.C(=O)([O-])[O-].[K+].[K+].[OH-].[Li+]. The catalyst is CN(C)C=O.O1CCCC1.O. The product is [CH3:1][C:2]1[N:3]([CH2:21][C:22]2[CH:29]=[CH:28][CH:27]=[CH:26][C:23]=2[CH3:24])[C:4]2[CH:10]=[C:9]([N:11]3[CH2:12][CH2:13][O:14][CH2:15][CH2:16]3)[CH:8]=[C:7]([C:17]([OH:19])=[O:18])[C:5]=2[N:6]=1. The yield is 0.575. (6) The yield is 0.280. The catalyst is O.CCOC(C)=O. The reactants are [CH:1]([C:3]1[CH:11]=[CH:10][C:6]([C:7]([OH:9])=[O:8])=[CH:5][CH:4]=1)=[O:2].[C:12](OC(OC(O[C:12]([CH3:15])([CH3:14])[CH3:13])=O)=O)([CH3:15])([CH3:14])[CH3:13].C1COCC1.C([O-])(O)=O.[Na+]. The product is [CH:1]([C:3]1[CH:11]=[CH:10][C:6]([C:7]([O:9][C:12]([CH3:15])([CH3:14])[CH3:13])=[O:8])=[CH:5][CH:4]=1)=[O:2]. (7) The reactants are [CH3:1][C:2]1[C:11]2[C:6](=[CH:7][CH:8]=[CH:9][CH:10]=2)[CH:5]=[C:4]([C:12]([OH:14])=O)[N:3]=1.[NH:15]1[CH:19]=[CH:18][N:17]=[C:16]1[NH:20][C:21]([C:23]1[C:31]2[NH:30][C:29]([NH2:32])=[N:28][C:27]=2[CH:26]=[CH:25][CH:24]=1)=[O:22].CN(C(ON1N=NC2C=CC=CC1=2)=[N+](C)C)C.F[P-](F)(F)(F)(F)F.CCN(C(C)C)C(C)C. The catalyst is CN(C=O)C. The product is [NH:17]1[CH:18]=[CH:19][N:15]=[C:16]1[NH:20][C:21]([C:23]1[C:31]2[N:30]=[C:29]([NH:32][C:12]([C:4]3[N:3]=[C:2]([CH3:1])[C:11]4[C:6]([CH:5]=3)=[CH:7][CH:8]=[CH:9][CH:10]=4)=[O:14])[NH:28][C:27]=2[CH:26]=[CH:25][CH:24]=1)=[O:22]. The yield is 0.150.